Dataset: Catalyst prediction with 721,799 reactions and 888 catalyst types from USPTO. Task: Predict which catalyst facilitates the given reaction. (1) Reactant: C([O:3][C:4](=[O:31])[CH2:5][C:6]1[N:14]2[C:9]([CH:10]=[C:11]([C:15]#[N:16])[CH:12]=[CH:13]2)=[C:8]([S:17][C:18]2[CH:23]=[CH:22][C:21]([NH:24][S:25]([CH2:28][CH3:29])(=[O:27])=[O:26])=[CH:20][CH:19]=2)[C:7]=1[CH3:30])C.[OH-].[Na+]. Product: [C:15]([C:11]1[CH:12]=[CH:13][N:14]2[C:9]([CH:10]=1)=[C:8]([S:17][C:18]1[CH:23]=[CH:22][C:21]([NH:24][S:25]([CH2:28][CH3:29])(=[O:26])=[O:27])=[CH:20][CH:19]=1)[C:7]([CH3:30])=[C:6]2[CH2:5][C:4]([OH:31])=[O:3])#[N:16]. The catalyst class is: 5. (2) Product: [Cl:15][C:13]1[C:9]2=[CH:10][O:11][N:12]=[C:8]2[C:7]([C:16]2[CH:21]=[CH:20][CH:19]=[C:18]([F:22])[CH:17]=2)=[C:6]([CH:4]([NH2:1])[CH3:5])[CH:14]=1. The catalyst class is: 30. Reactant: [N:1]([CH:4]([C:6]1[CH:14]=[C:13]([Cl:15])[C:9]2=[CH:10][O:11][N:12]=[C:8]2[C:7]=1[C:16]1[CH:21]=[CH:20][CH:19]=[C:18]([F:22])[CH:17]=1)[CH3:5])=[N+]=[N-].CP(C)C.